Dataset: Forward reaction prediction with 1.9M reactions from USPTO patents (1976-2016). Task: Predict the product of the given reaction. The product is: [Cl:22][C:23]1[C:28]([C:29]([N:31]2[CH:36]3[CH2:35][CH2:37][CH:32]2[CH2:33][N:9]([CH3:10])[CH2:8]3)=[O:30])=[CH:27][CH:26]=[CH:25][N:24]=1. Given the reactants C1C2[C:10]3=CC4C=CC(C(O)=O)=CC=4[N:9]3[CH2:8]C=CC=2C=CC=1.[Cl:22][C:23]1[C:28]([C:29]([N:31]2[CH2:36][CH2:35]O[CH2:33][CH2:32]2)=[O:30])=[CH:27][CH:26]=[CH:25][N:24]=1.[CH2:37]1COCC1, predict the reaction product.